This data is from Human liver microsome stability data. The task is: Regression/Classification. Given a drug SMILES string, predict its absorption, distribution, metabolism, or excretion properties. Task type varies by dataset: regression for continuous measurements (e.g., permeability, clearance, half-life) or binary classification for categorical outcomes (e.g., BBB penetration, CYP inhibition). Dataset: hlm. (1) The molecule is C=CCOc1cc(C)c(F)c(C(=O)NNS(=O)(=O)c2ccccc2)c1. The result is 1 (stable in human liver microsomes). (2) The drug is CC(C)(C)CCN1C(=O)C(C2=NS(=O)(=O)c3cc(NS(C)(=O)=O)ccc3N2)=C(O)C2CCCCCC21. The result is 1 (stable in human liver microsomes). (3) The compound is COc1cccc2c(C(=O)N3CCN4CCCC[C@@H]4C3)cn(CC3CCCCC3)c12. The result is 1 (stable in human liver microsomes). (4) The drug is CN(C)CCN1C(=O)C(C2=NS(=O)(=O)c3cc(NS(C)(=O)=O)ccc3N2)=C(O)C2CCCC21. The result is 0 (unstable in human liver microsomes). (5) The molecule is Cc1ccc(NC(=O)c2ccc3c(c2)N(C2CCCC2)C(C)C(=O)N3C)c(C)c1. The result is 1 (stable in human liver microsomes).